Task: Binary Classification. Given a miRNA mature sequence and a target amino acid sequence, predict their likelihood of interaction.. Dataset: Experimentally validated miRNA-target interactions with 360,000+ pairs, plus equal number of negative samples (1) Result: 1 (interaction). The protein sequence of the target gene is MAAAEPAVLALPNSGAGGAGAPSGTVPVLFCFSVFARPSSVPHGAGYELLIQKFLSLYGDQIDMHRKFVVQLFAEEWGQYVDLPKGFAVSERCKVRLVPLQIQLTTLGNLTPSSTVFFCCDMQERFRPAIKYFGDIISVGQRLLQGARILGIPVIVTEQYPKGLGSTVQEIDLTGVKLVLPKTKFSMVLPEVEAALAEIPGVRSVVLFGVETHVCIQQTALELVGRGVEVHIVADATSSRSMMDRMFALERLARTGIIVTTSEAVLLQLVADKDHPKFKEIQNLIKASAPESGLLSKV. The miRNA is hsa-miR-652-3p with sequence AAUGGCGCCACUAGGGUUGUG. (2) The miRNA is hsa-miR-4755-3p with sequence AGCCAGGCUCUGAAGGGAAAGU. The protein sequence of the target gene is MWPLVAALLLGSACCGSAQLLFNKTKSVEFTFCNDTVVIPCFVTNMEAQNTTEVYVKWKFKGRDIYTFDGALNKSTVPTDFSSAKIEVSQLLKGDASLKMDKSDAVSHTGNYTCEVTELTREGETIIELKYRVVSWFSPNENILIVIFPIFAILLFWGQFGIKTLKYRSGGMDEKTIALLVAGLVITVIVIVGAILFVPGEYSLKNATGLGLIVTSTGILILLHYYVFSTAIGLTSFVIAILVIQVIAYILAVVGLSLCIAACIPMHGPLLISGLSILALAQLLGLVYMKFVASNQKTIQ.... Result: 0 (no interaction). (3) The miRNA is hsa-miR-3133 with sequence UAAAGAACUCUUAAAACCCAAU. The protein sequence of the target gene is MAVNVYSTSVTSENLSRHDMLAWVNDSLHLNYTKIEQLCSGAAYCQFMDMLFPGCVHLRKVKFQAKLEHEYIHNFKVLQAAFKKMGVDKIIPVEKLVKGKFQDNFEFIQWFKKFFDANYDGKDYNPLLARQGQDVAPPPNPGDQIFNKSKKLIGTAVPQRTSPTGPKNMQTSGRLSNVAPPCILRKNPPSARNGGHETDAQILELNQQLVDLKLTVDGLEKERDFYFSKLRDIELICQEHESENSPVISGIIGILYATEEGFAPPEDDEIEEHQQEDQDEY. Result: 1 (interaction). (4) The miRNA is hsa-miR-6132 with sequence AGCAGGGCUGGGGAUUGCA. The protein sequence of the target gene is MELQTLQEALKVEIQVHQKLVAQMKQDPQNADLKKQLHELQAKITALSEKQKRVVEQLRKNLIVKQEQPDKFQIQPLPQSENKLQTAQQQPLQQLQQQQQYHHHHAQQSAAASPNLTASQKTVTTASMITTKTLPLVLKAATATMPASVVGQRPTIAMVTAINSQKAVLSTDVQNTPVNLQTSSKVTGPGAEAVQIVAKNTVTLVQATPPQPIKVPQFIPPPRLTPRPNFLPQVRPKPVAQNNIPIAPAPPPMLAAPQLIQRPVMLTKFTPTTLPTSQNSIHPVRVVNGQTATIAKTFPM.... Result: 1 (interaction). (5) The miRNA is rno-miR-20a-5p with sequence UAAAGUGCUUAUAGUGCAGGUAG. The protein sequence of the target gene is MPRLHDHVWSYPSAGAARPYSLPRGMIAAALCPQGPGAPEPEPAPRGQREGTAGFSARPGSWHHDLVQRSLVLFSFGVVLALVLNLLQIQRNVTLFPDEVIATIFSSAWWVPPCCGTAAAVVGLLYPCIDSHLGEPHKFKREWASVMRCIAVFVGINHASAKLDFANNVQLSLTLAALSLGLWWTFDRSRSGLGLGITIAFLATLITQFLVYNGVYQYTSPDFLYIRSWLPCIFFSGGVTVGNIGRQLAMGVPEKPHSD. Result: 0 (no interaction). (6) The miRNA is ebv-miR-BART2-5p with sequence UAUUUUCUGCAUUCGCCCUUGC. Result: 0 (no interaction). The protein sequence of the target gene is MGDPSKQDILTIFKRLRSVPTNKVCFDCGAKNPSWASITYGVFLCIDCSGSHRSLGVHLSFIRSTELDSNWSWFQLRCMQVGGNASASSFFHQHGCSTNDTNAKYNSRAAQLYREKIKSLASQATRKHGTDLWLDSCVVPPLSPPPKEEDFFASHVSPEVSDTAWASAIAEPSSLTSRPVETTLENNEGGQEQGPSVEGLNVPTKATLEVSSIIKKKPNQAKKGLGAKKGSLGAQKLANTCFNEIEKQAQAADKMKEQEDLAKVVSKEESIVSSLRLAYKDLEIQMKKDEKMNISGKKNV.... (7) The miRNA is mmu-miR-880-3p with sequence UACUCCAUCCUCUCUGAGUAGA. The protein sequence of the target gene is MTLSTEMSDASGLAEETDIDVVGEGEDEEDEEEEDDDEGGGGGPRLAVPAQRRRRRRSYAGEDELEDLEEEEDDDDILLAPPAGGSPAPPGPAPAAGAGAGGGGGGGGAGGGGSAGSGAKNPLVKPPYSYIALITMAILQSPKKRLTLSEICEFISGRFPYYREKFPAWQNSIRHNLSLNDCFVKIPREPGNPGKGNYWTLDPESADMFDNGSFLRRRKRFKRQPLLPPNAAAAESLLLRGAGAAGGAGDPAAAAALFPPAPPPPPHAYGYGPYGCGYGLQLPPYAPPSALFAAAAAAAA.... Result: 0 (no interaction). (8) The miRNA is hsa-miR-4699-3p with sequence AAUUUACUCUGCAAUCUUCUCC. The protein sequence of the target gene is MSEAGGRGCGSPVPQRARWRLVAATAAFCLVSATSVWTAGAEPMSREEKQKLGNQVLEMFDHAYGNYMEHAYPADELMPLTCRGRVRGQEPSRGDVDDALGKFSLTLIDSLDTLVVLNKTKEFEDAVRKVLRDVNLDNDVVVSVFETNIRVLGGLLGGHSLAIMLKEKGEYMQWYNDELLQMAKQLGYKLLPAFNTTSGLPYPRINLKFGIRKPEARTGTETDTCTACAGTLILEFAALSRFTGATIFEEYARKALDFLWEKRQRSSNLVGVTINIHTGDWVRKDSGVGAGIDSYYEYLL.... Result: 1 (interaction).